From a dataset of Full USPTO retrosynthesis dataset with 1.9M reactions from patents (1976-2016). Predict the reactants needed to synthesize the given product. (1) Given the product [CH3:12][C:7]1[CH:8]=[C:9]([CH3:11])[N:10]=[C:5]([O:4][C:3]2[CH:13]=[CH:14][CH:15]=[CH:16][C:2]=2[C:22]2[CH:21]=[CH:20][C:19]([C:33]3[CH:38]=[N:37][C:36]([NH2:39])=[N:35][CH:34]=3)=[C:18]([F:17])[CH:23]=2)[N:6]=1, predict the reactants needed to synthesize it. The reactants are: Br[C:2]1[CH:16]=[CH:15][CH:14]=[CH:13][C:3]=1[O:4][C:5]1[N:10]=[C:9]([CH3:11])[CH:8]=[C:7]([CH3:12])[N:6]=1.[F:17][C:18]1[CH:23]=[C:22](B2OC(C)(C)C(C)(C)O2)[CH:21]=[CH:20][C:19]=1[C:33]1[CH:34]=[N:35][C:36]([NH2:39])=[N:37][CH:38]=1. (2) The reactants are: [Cl:1][C:2]1[CH:21]=[N:20][CH:19]=[C:18]([Cl:22])[C:3]=1[C:4]([NH:6][C:7]1[CH:12]=[C:11]([C:13]([F:16])([F:15])[F:14])[CH:10]=[CH:9][C:8]=1[OH:17])=O.C(Cl)(Cl)(Cl)Cl.C1(P(C2C=CC=CC=2)C2C=CC=CC=2)C=CC=CC=1.C(N(CC)CC)C. Given the product [Cl:1][C:2]1[CH:21]=[N:20][CH:19]=[C:18]([Cl:22])[C:3]=1[C:4]1[O:17][C:8]2[CH:9]=[CH:10][C:11]([C:13]([F:16])([F:15])[F:14])=[CH:12][C:7]=2[N:6]=1, predict the reactants needed to synthesize it. (3) Given the product [Cl:5][CH2:6][CH2:7][CH2:8][C:9]([C:16]1[C:15]2[C:19](=[CH:20][CH:21]=[C:13]([F:12])[CH:14]=2)[NH:18][CH:17]=1)=[O:10], predict the reactants needed to synthesize it. The reactants are: [Al+3].[Cl-].[Cl-].[Cl-].[Cl:5][CH2:6][CH2:7][CH2:8][C:9](Cl)=[O:10].[F:12][C:13]1[CH:14]=[C:15]2[C:19](=[CH:20][CH:21]=1)[NH:18][CH:17]=[CH:16]2.Cl. (4) Given the product [CH3:1][C:2]1[S:6][C:5]([C:7]2[CH:12]=[CH:11][N:10]=[CH:9][C:8]=2[N:13]2[CH2:14][CH2:15][CH:16]([C:19]([N:41]3[CH2:40][CH2:39][CH2:38][C@@H:36]3[C:37]#[N:42])=[O:21])[CH2:17][CH2:18]2)=[N:4][CH:3]=1, predict the reactants needed to synthesize it. The reactants are: [CH3:1][C:2]1[S:6][C:5]([C:7]2[CH:12]=[CH:11][N:10]=[CH:9][C:8]=2[N:13]2[CH2:18][CH2:17][CH:16]([C:19]([OH:21])=O)[CH2:15][CH2:14]2)=[N:4][CH:3]=1.CN(C=O)C.CN(C(ON1N=[N:42][C:37]2[CH:38]=[CH:39][CH:40]=[N:41][C:36]1=2)=[N+](C)C)C.F[P-](F)(F)(F)(F)F.Cl.N1CCC[C@@H]1C#N. (5) Given the product [CH3:24][N:19]1[CH2:16][CH2:15][CH2:23][N:22]([C:28]2[CH:37]=[CH:36][C:35]3[NH:34][CH:33]=[C:32]4[C:38](=[O:47])[N:39]([C:41]5[CH:46]=[CH:45][CH:44]=[CH:43][N:42]=5)[N:40]=[C:31]4[C:30]=3[N:29]=2)[CH2:21][CH2:20]1, predict the reactants needed to synthesize it. The reactants are: C1(N2C(=O)C3=CNC4C=[CH:15][C:16]([N:19]5[CH2:24][CH2:23][NH:22][CH2:21][CH2:20]5)=NC=4C3=N2)C=CC=CC=1.F[C:28]1[CH:37]=[CH:36][C:35]2[NH:34][CH:33]=[C:32]3[C:38](=[O:47])[N:39]([C:41]4[CH:46]=[CH:45][CH:44]=[CH:43][N:42]=4)[N:40]=[C:31]3[C:30]=2[N:29]=1.CN1CCCNCC1.N1CCNCC1. (6) Given the product [Br:1][C:2]1[CH:3]=[C:4]([CH:8]=[CH:9][CH:10]=1)[C:5]([NH:15][CH:16]1[CH2:20][CH2:19][NH:18][CH2:17]1)=[O:7], predict the reactants needed to synthesize it. The reactants are: [Br:1][C:2]1[CH:3]=[C:4]([CH:8]=[CH:9][CH:10]=1)[C:5]([OH:7])=O.C(Cl)CCl.[NH2:15][C@@H:16]1[CH2:20][CH2:19][NH:18][CH2:17]1. (7) Given the product [F:10][C:11]1[CH:16]=[CH:15][C:14]([S:6]([CH3:5])(=[O:9])=[O:7])=[CH:13][C:12]=1[F:17], predict the reactants needed to synthesize it. The reactants are: S(Cl)(Cl)=O.[CH3:5][S:6]([OH:9])(=O)=[O:7].[F:10][C:11]1[CH:16]=[CH:15][CH:14]=[CH:13][C:12]=1[F:17].FC(F)(F)S(O)(=O)=O.